This data is from Forward reaction prediction with 1.9M reactions from USPTO patents (1976-2016). The task is: Predict the product of the given reaction. (1) Given the reactants [N:1]12[CH2:8][CH2:7][CH:4]([CH2:5][CH2:6]1)[CH:3]([O:9][C:10]1[CH:15]=[CH:14][C:13]([NH:16][C:17]3[CH:22]=[CH:21][CH:20]=[CH:19][CH:18]=3)=[CH:12][CH:11]=1)[CH2:2]2.[ClH:23].O1CCOCC1, predict the reaction product. The product is: [ClH:23].[N:1]12[CH2:6][CH2:5][CH:4]([CH2:7][CH2:8]1)[CH:3]([O:9][C:10]1[CH:15]=[CH:14][C:13]([NH:16][C:17]3[CH:22]=[CH:21][CH:20]=[CH:19][CH:18]=3)=[CH:12][CH:11]=1)[CH2:2]2. (2) The product is: [Br:1][C:2]1[C:3]2[N:9]=[C:24]([CH2:23][CH:18]3[CH2:19][CH2:20][CH2:21][CH2:22][NH:17]3)[NH:8][C:4]=2[CH:5]=[CH:6][CH:7]=1. Given the reactants [Br:1][C:2]1[CH:7]=[CH:6][CH:5]=[C:4]([NH2:8])[C:3]=1[NH2:9].C(OC([N:17]1[CH2:22][CH2:21][CH2:20][CH2:19][CH:18]1[CH2:23][C:24](O)=O)=O)(C)(C)C, predict the reaction product.